This data is from Forward reaction prediction with 1.9M reactions from USPTO patents (1976-2016). The task is: Predict the product of the given reaction. (1) Given the reactants O[C:2]1[CH:7]=[C:6]([O:8][CH3:9])[CH:5]=[CH:4][C:3]=1[C:10](=[O:19])[CH2:11][C:12]([CH:14]1[CH2:18][CH2:17][CH2:16][O:15]1)=[O:13], predict the reaction product. The product is: [CH3:9][O:8][C:6]1[CH:5]=[C:4]2[C:3]([C:10](=[O:19])[CH:11]=[C:12]([CH:14]3[CH2:18][CH2:17][CH2:16][O:15]3)[O:13]2)=[CH:2][CH:7]=1. (2) Given the reactants [F:1][C:2]1[CH:7]=[CH:6][C:5](B2OC(C)(C)C(C)(C)O2)=[CH:4][C:3]=1[C@:17]12[CH2:25][O:24][C@H:23]([CH3:26])[C@H:22]1[CH2:21][S:20][C:19]([N:27](C(OC(C)(C)C)=O)C(OC(C)(C)C)=O)=[N:18]2.O.Br[C:44]1[CH:45]=[N:46][CH:47]=[C:48]([O:50][CH:51]2[CH2:53][CH2:52]2)[CH:49]=1.C(=O)([O-])[O-].[Cs+].[Cs+], predict the reaction product. The product is: [CH:51]1([O:50][C:48]2[CH:49]=[C:44]([C:5]3[CH:6]=[CH:7][C:2]([F:1])=[C:3]([C@:17]45[CH2:25][O:24][C@H:23]([CH3:26])[C@H:22]4[CH2:21][S:20][C:19]([NH2:27])=[N:18]5)[CH:4]=3)[CH:45]=[N:46][CH:47]=2)[CH2:53][CH2:52]1. (3) Given the reactants CS(O[CH:6]1[CH2:11][CH2:10][O:9][CH:8]([CH:12]2[CH2:14][CH2:13]2)[CH2:7]1)(=O)=O.N#N.C([O-])([O-])=O.[K+].[K+].[F:23][C:24]([F:33])([F:32])[C:25]1[CH:26]=[C:27]([SH:31])[CH:28]=[CH:29][CH:30]=1, predict the reaction product. The product is: [CH:12]1([CH:8]2[CH2:7][CH:6]([S:31][C:27]3[CH:28]=[CH:29][CH:30]=[C:25]([C:24]([F:23])([F:32])[F:33])[CH:26]=3)[CH2:11][CH2:10][O:9]2)[CH2:13][CH2:14]1. (4) Given the reactants CS(O[CH2:6][CH2:7][C:8]1([CH2:15]OS(C)(=O)=O)[CH2:13][CH2:12][CH2:11][NH:10][C:9]1=[O:14])(=O)=O.[CH2:21]([NH2:28])[C:22]1[CH:27]=[CH:26][CH:25]=[CH:24][CH:23]=1, predict the reaction product. The product is: [CH2:21]([N:28]1[CH2:6][CH2:7][C:8]2([CH2:13][CH2:12][CH2:11][NH:10][C:9]2=[O:14])[CH2:15]1)[C:22]1[CH:27]=[CH:26][CH:25]=[CH:24][CH:23]=1. (5) Given the reactants [Cl:1][C:2]1[CH:3]=[CH:4][C:5]([F:37])=[C:6]([C:8]2[CH:13]=[CH:12][C:11]([CH2:14][N:15]([CH2:31][C@@H:32]([OH:36])[C:33]([OH:35])=[O:34])[NH:16][C:17]([C:19]3[NH:23][C:22](=[O:24])[N:21]([C:25]4[CH:30]=[CH:29][CH:28]=[CH:27][CH:26]=4)[N:20]=3)=[O:18])=[CH:10][CH:9]=2)[CH:7]=1.[C:38]([O:41][CH2:42]Br)(=[O:40])[CH3:39].[Na+].[I-].CC1C=CC=C(C)N=1, predict the reaction product. The product is: [C:38]([O:41][CH2:42][O:34][C:33](=[O:35])[C@H:32]([OH:36])[CH2:31][N:15]([CH2:14][C:11]1[CH:10]=[CH:9][C:8]([C:6]2[CH:7]=[C:2]([Cl:1])[CH:3]=[CH:4][C:5]=2[F:37])=[CH:13][CH:12]=1)[NH:16][C:17]([C:19]1[NH:23][C:22](=[O:24])[N:21]([C:25]2[CH:30]=[CH:29][CH:28]=[CH:27][CH:26]=2)[N:20]=1)=[O:18])(=[O:40])[CH3:39]. (6) Given the reactants Cl.[CH3:2][C:3]1[CH:4]=[C:5]([NH:10][C:11]2[CH:16]=[CH:15][N:14]=[C:13]([NH:17][C:18]3[CH:23]=[CH:22][C:21]([S:24](Cl)(=[O:26])=[O:25])=[CH:20][CH:19]=3)[N:12]=2)[CH:6]=[CH:7][C:8]=1[F:9].[CH2:28]([O:30][P:31]([CH2:36][CH2:37][N:38]1[CH2:43][CH2:42][CH:41]([NH:44][CH3:45])[CH2:40][CH2:39]1)(=[O:35])[O:32][CH2:33][CH3:34])[CH3:29], predict the reaction product. The product is: [CH3:2][C:3]1[CH:4]=[C:5]([NH:10][C:11]2[CH:16]=[CH:15][N:14]=[C:13]([NH:17][C:18]3[CH:23]=[CH:22][C:21]([S:24]([N:44]([CH3:45])[CH:41]4[CH2:40][CH2:39][N:38]([CH2:37][CH2:36][P:31](=[O:35])([O:32][CH2:33][CH3:34])[O:30][CH2:28][CH3:29])[CH2:43][CH2:42]4)(=[O:26])=[O:25])=[CH:20][CH:19]=3)[N:12]=2)[CH:6]=[CH:7][C:8]=1[F:9]. (7) The product is: [CH2:33]([N:32]([CH2:31][C:11]([OH:30])([CH2:12][NH:13][C:14]1[CH:22]=[C:21]([CH3:23])[CH:20]=[C:19]2[C:15]=1[CH:16]=[N:17][N:18]2[C:24]1[CH:29]=[CH:28][CH:27]=[CH:26][CH:25]=1)[C:10]([F:37])([F:36])[F:9])[C:6]([C:3]1[CH:4]=[CH:5][S:1][CH:2]=1)=[O:8])[CH2:34][CH3:35]. Given the reactants [S:1]1[CH:5]=[CH:4][C:3]([C:6]([OH:8])=O)=[CH:2]1.[F:9][C:10]([F:37])([F:36])[C:11]([CH2:31][NH:32][CH2:33][CH2:34][CH3:35])([OH:30])[CH2:12][NH:13][C:14]1[CH:22]=[C:21]([CH3:23])[CH:20]=[C:19]2[C:15]=1[CH:16]=[N:17][N:18]2[C:24]1[CH:29]=[CH:28][CH:27]=[CH:26][CH:25]=1, predict the reaction product. (8) Given the reactants [C:1]([C@H:3]1[CH2:7][C:6]([F:9])([F:8])[CH2:5][N:4]1C(OC(C)(C)C)=O)#[N:2].O.[C:18]1([CH3:28])[CH:23]=[CH:22][C:21]([S:24]([OH:27])(=[O:26])=[O:25])=[CH:20][CH:19]=1, predict the reaction product. The product is: [CH3:28][C:18]1[CH:19]=[CH:20][C:21]([S:24]([OH:27])(=[O:26])=[O:25])=[CH:22][CH:23]=1.[F:8][C:6]1([F:9])[CH2:5][NH:4][C@@H:3]([C:1]#[N:2])[CH2:7]1. (9) The product is: [CH3:28][N:26]1[CH:27]=[C:23]([N:18]2[CH:19]=[CH:20][C:21](=[O:22])[C:16]([CH2:15][C:14]3[CH:29]=[CH:30][CH:31]=[C:12]([C:9]4[N:8]=[CH:7][C:6]([CH:2]5[CH2:3][CH2:4][CH2:5][O:1]5)=[CH:11][N:10]=4)[CH:13]=3)=[N:17]2)[CH:24]=[N:25]1. Given the reactants [O:1]1[CH2:5][CH:4]=[CH:3][CH:2]1[C:6]1[CH:7]=[N:8][C:9]([C:12]2[CH:13]=[C:14]([CH:29]=[CH:30][CH:31]=2)[CH2:15][C:16]2[C:21](=[O:22])[CH:20]=[CH:19][N:18]([C:23]3[CH:24]=[N:25][N:26]([CH3:28])[CH:27]=3)[N:17]=2)=[N:10][CH:11]=1.C(O)C, predict the reaction product. (10) The product is: [CH2:1]([C:3]1[CH:8]=[C:7]([CH3:9])[CH:6]=[C:5]([CH2:10][CH3:11])[C:4]=1[C:12](=[O:22])[C:13]([N:15]([CH3:21])[NH2:16])=[O:14])[CH3:2]. Given the reactants [CH2:1]([C:3]1[CH:8]=[C:7]([CH3:9])[CH:6]=[C:5]([CH2:10][CH3:11])[C:4]=1[C:12](=[O:22])[C:13]([N:15]([CH3:21])[N:16]=CC(C)C)=[O:14])[CH3:2].NO, predict the reaction product.